Dataset: Reaction yield outcomes from USPTO patents with 853,638 reactions. Task: Predict the reaction yield, written as a fraction of the theoretical maximum amount of product (1.0 means a 100% yield; for example, 0.34 means a 34% yield). (1) The reactants are [H-].[Na+].[CH3:3][OH:4].Cl[C:6]1[N:7]=[C:8]([N:26]2[CH2:31][CH2:30][NH:29][CH2:28][CH:27]2[C:32](=[O:41])[NH:33][C:34]2[CH:39]=[CH:38][CH:37]=[C:36]([CH3:40])[CH:35]=2)[C:9]2[N:15]=[C:14]([C:16]3[CH:21]=[CH:20][C:19]([O:22][CH3:23])=[C:18]([O:24][CH3:25])[CH:17]=3)[CH:13]=[CH:12][C:10]=2[N:11]=1. The catalyst is O1CCCC1.O. The product is [CH3:3][O:4][C:6]1[N:7]=[C:8]([N:26]2[CH2:31][CH2:30][NH:29][CH2:28][CH:27]2[C:32](=[O:41])[NH:33][C:34]2[CH:39]=[CH:38][CH:37]=[C:36]([CH3:40])[CH:35]=2)[C:9]2[N:15]=[C:14]([C:16]3[CH:21]=[CH:20][C:19]([O:22][CH3:23])=[C:18]([O:24][CH3:25])[CH:17]=3)[CH:13]=[CH:12][C:10]=2[N:11]=1. The yield is 0.510. (2) The reactants are CC1(C)CCCC(C)(C)N1.C([Li])CCC.CN(C)CCN(C)C.[CH3:24][C:25]1([CH3:43])[CH2:29][O:28][C:27]([C:30]2[CH:31]=[CH:32][C:33]([N:36]3[CH2:41][CH2:40][N:39]([CH3:42])[CH2:38][CH2:37]3)=[N:34][CH:35]=2)=[N:26]1.CON(C)[C:47](=[O:54])[C:48]1[CH:53]=[CH:52][CH:51]=[CH:50][CH:49]=1. The catalyst is CCCCCC. The product is [CH3:24][C:25]1([CH3:43])[CH2:29][O:28][C:27]([C:30]2[C:31]([C:47]([C:48]3[CH:53]=[CH:52][CH:51]=[CH:50][CH:49]=3)=[O:54])=[CH:32][C:33]([N:36]3[CH2:37][CH2:38][N:39]([CH3:42])[CH2:40][CH2:41]3)=[N:34][CH:35]=2)=[N:26]1. The yield is 0.510. (3) The reactants are CON(C)[C:4]([CH:6]1[CH2:11][CH2:10][CH2:9][CH2:8][CH2:7]1)=[O:5].[CH3:13][Li].Cl. The catalyst is C1COCC1. The product is [CH:6]1([C:4](=[O:5])[CH3:13])[CH2:11][CH2:10][CH2:9][CH2:8][CH2:7]1. The yield is 0.940. (4) The reactants are Br[C:2]1[C:10]2[C:5](=[CH:6][C:7]([F:11])=[CH:8][CH:9]=2)[N:4]([S:12]([C:15]2[CH:20]=[CH:19][CH:18]=[CH:17][CH:16]=2)(=[O:14])=[O:13])[CH:3]=1.[CH3:21][O:22][C:23]1[N:28]=[CH:27][C:26](B(O)O)=[CH:25][CH:24]=1.[O-]P([O-])([O-])=O.[K+].[K+].[K+].COC1C=CC=C(OC)C=1C1C=CC=CC=1P(C1CCCCC1)C1CCCCC1. The catalyst is C1C=CC(/C=C/C(/C=C/C2C=CC=CC=2)=O)=CC=1.C1C=CC(/C=C/C(/C=C/C2C=CC=CC=2)=O)=CC=1.C1C=CC(/C=C/C(/C=C/C2C=CC=CC=2)=O)=CC=1.[Pd].[Pd]. The product is [F:11][C:7]1[CH:6]=[C:5]2[C:10]([C:2]([C:26]3[CH:27]=[N:28][C:23]([O:22][CH3:21])=[CH:24][CH:25]=3)=[CH:3][N:4]2[S:12]([C:15]2[CH:20]=[CH:19][CH:18]=[CH:17][CH:16]=2)(=[O:14])=[O:13])=[CH:9][CH:8]=1. The yield is 0.980.